Dataset: Reaction yield outcomes from USPTO patents with 853,638 reactions. Task: Predict the reaction yield, written as a fraction of the theoretical maximum amount of product (1.0 means a 100% yield; for example, 0.34 means a 34% yield). (1) The reactants are [CH2:1]([C:13]1([CH2:24][CH2:25][CH2:26][CH2:27][CH2:28][CH2:29][CH2:30][CH2:31][CH2:32][CH2:33][CH2:34][CH3:35])[C:23]2[CH:22]=[CH:21][S:20][C:19]=2[C:15]2[S:16][CH:17]=[CH:18][C:14]1=2)[CH2:2][CH2:3][CH2:4][CH2:5][CH2:6][CH2:7][CH2:8][CH2:9][CH2:10][CH2:11][CH3:12].[C:36]([Li])([CH3:39])([CH3:38])C.[CH2:41]([Sn:45](Cl)([CH2:50][CH2:51][CH2:52][CH3:53])[CH2:46][CH2:47][CH2:48][CH3:49])[CH2:42][CH2:43][CH3:44].O. The catalyst is C1COCC1. The product is [CH2:24]([C:13]1([CH2:1][CH2:2][CH2:3][CH2:4][CH2:5][CH2:6][CH2:7][CH2:8][CH2:9][CH2:10][CH2:11][CH3:12])[C:14]2[CH:18]=[C:17]([Sn:45]([CH2:50][CH2:38][CH2:36][CH3:39])([CH2:46][CH2:47][CH2:48][CH3:49])[CH2:41][CH2:42][CH2:43][CH3:44])[S:16][C:15]=2[C:19]2[S:20][C:21]([Sn:45]([CH2:50][CH2:51][CH2:52][CH3:53])([CH2:46][CH2:47][CH2:48][CH3:49])[CH2:41][CH2:42][CH2:43][CH3:44])=[CH:22][C:23]1=2)[CH2:25][CH2:26][CH2:27][CH2:28][CH2:29][CH2:30][CH2:31][CH2:32][CH2:33][CH2:34][CH3:35]. The yield is 0.950. (2) The reactants are [CH:1]([Si:4]([CH:6]([CH3:8])[CH3:7])=[O:5])([CH3:3])[CH3:2].[CH:9]([C@H:12]1[CH2:17][CH2:16][C@@:15]([C@H:19]2[CH2:27][CH2:26][C@@:25]3([CH3:28])[C@@H:21]([CH2:22][CH2:23][C:24]3=[O:29])[C@@H:20]2[CH2:30][C:31](O)=[O:32])([CH3:18])[C:14](=[O:34])[CH2:13]1)([CH3:11])[CH3:10].C1(P([N:49]=[N+:50]=[N-:51])(C2C=CC=CC=2)=O)C=CC=CC=1.C(N(CC)CC)C. The catalyst is C1(C)C=CC=CC=1. The product is [CH:1]([Si:4]([CH:6]([CH3:8])[CH3:7])=[O:5])([CH3:3])[CH3:2].[CH:9]([C@H:12]1[CH2:17][CH2:16][C@@:15]([C@H:19]2[CH2:27][CH2:26][C@@:25]3([CH3:28])[C@@H:21]([CH2:22][CH2:23][C:24]3=[O:29])[C@@H:20]2[CH2:30][C:31]([N:49]=[N+:50]=[N-:51])=[O:32])([CH3:18])[C:14](=[O:34])[CH2:13]1)([CH3:11])[CH3:10]. The yield is 0.850. (3) The reactants are [NH2:1][C@H:2]([C:4]([OH:6])=[O:5])[CH3:3].I[C:8]1[CH:13]=[CH:12][CH:11]=[CH:10][CH:9]=1.C([O-])([O-])=O.[K+].[K+].Cl. The catalyst is [Cl-].C([N+](CC)(CC)CC)C1C=CC=CC=1.CN(C=O)C.C(OCC)(=O)C.O.[Cu]I.CCCCCC.C(OCC)(=O)C.C(O)(=O)C.C(N(CC)CC)C. The product is [C:8]1([NH:1][CH:2]([CH3:3])[C:4]([OH:6])=[O:5])[CH:13]=[CH:12][CH:11]=[CH:10][CH:9]=1. The yield is 0.450.